Dataset: Reaction yield outcomes from USPTO patents with 853,638 reactions. Task: Predict the reaction yield, written as a fraction of the theoretical maximum amount of product (1.0 means a 100% yield; for example, 0.34 means a 34% yield). (1) The reactants are C([Li])CCC.C(NC(C)C)(C)C.[Cl:13][C:14]1[C:19]([Cl:20])=[CH:18][C:17]([C:21]([F:24])([F:23])[F:22])=[CH:16][N:15]=1.ClC1C(Cl)=C([Li])C(C(F)(F)F)=CN=1.[CH3:38][O:39][C:40]1[C:47]([O:48][CH3:49])=[C:46]([O:50][CH3:51])[CH:45]=[C:44]([CH3:52])[C:41]=1[CH:42]=[O:43]. The catalyst is O.C1(C)C=CC=CC=1.C(OCC)C. The product is [CH3:38][O:39][C:40]1[C:47]([O:48][CH3:49])=[C:46]([O:50][CH3:51])[CH:45]=[C:44]([CH3:52])[C:41]=1[CH:42]([C:18]1[C:17]([C:21]([F:24])([F:22])[F:23])=[CH:16][N:15]=[C:14]([Cl:13])[C:19]=1[Cl:20])[OH:43]. The yield is 0.580. (2) The catalyst is O1CCCC1. The yield is 0.600. The reactants are [CH:1]([C:3]1[CH:8]=[CH:7][CH:6]=[CH:5][C:4]=1[C:9]1[N:13]([S:14]([C:17]2[CH:18]=[N:19][CH:20]=[CH:21][CH:22]=2)(=[O:16])=[O:15])[CH:12]=[C:11]([CH2:23][N:24]([CH3:32])[C:25](=[O:31])[O:26][C:27]([CH3:30])([CH3:29])[CH3:28])[CH:10]=1)=[O:2].[BH4-].[Na+].CO.O. The product is [OH:2][CH2:1][C:3]1[CH:8]=[CH:7][CH:6]=[CH:5][C:4]=1[C:9]1[N:13]([S:14]([C:17]2[CH:18]=[N:19][CH:20]=[CH:21][CH:22]=2)(=[O:16])=[O:15])[CH:12]=[C:11]([CH2:23][N:24]([CH3:32])[C:25](=[O:31])[O:26][C:27]([CH3:28])([CH3:29])[CH3:30])[CH:10]=1. (3) The reactants are CC(OC(/N=N/C(OC(C)C)=O)=O)C.[F:15][C:16]1[CH:17]=[C:18]([CH2:37]O)[CH:19]=[C:20]([C:22]2[C:23]([O:32][CH2:33][CH2:34][O:35][CH3:36])=[N:24][C:25]([C:28]([F:31])([F:30])[F:29])=[CH:26][CH:27]=2)[CH:21]=1.[C:39]1(=[O:49])[C:47]2[C:42](=[CH:43][CH:44]=[CH:45][CH:46]=2)[C:41](=[O:48])[NH:40]1.C1C=CC(P(C2C=CC=CC=2)C2C=CC=CC=2)=CC=1. The catalyst is O1CCCC1. The product is [F:15][C:16]1[CH:17]=[C:18]([CH2:37][N:40]2[C:41](=[O:48])[C:42]3[C:47](=[CH:46][CH:45]=[CH:44][CH:43]=3)[C:39]2=[O:49])[CH:19]=[C:20]([C:22]2[C:23]([O:32][CH2:33][CH2:34][O:35][CH3:36])=[N:24][C:25]([C:28]([F:30])([F:31])[F:29])=[CH:26][CH:27]=2)[CH:21]=1. The yield is 0.680. (4) The yield is 1.00. The product is [F:2][CH2:3][CH2:4][CH2:5][O:6][C:7]1[CH:8]=[C:9]2[C:13]([CH2:12][C:11]3([CH2:16][CH2:17][CH:18]([O:21][CH3:22])[CH2:19][CH2:20]3)[C:10]2=[NH:23])=[CH:14][CH:15]=1. The catalyst is O1CCOCC1.C([O-])(O)=O.[Na+]. The reactants are Cl.[F:2][CH2:3][CH2:4][CH2:5][O:6][C:7]1[CH:8]=[C:9]2[C:13](=[CH:14][CH:15]=1)[CH2:12][C:11]1([CH2:20][CH2:19][CH:18]([O:21][CH3:22])[CH2:17][CH2:16]1)[C:10]2=[N:23]S(C(C)(C)C)=O. (5) The reactants are BrC1C(N2CCN(C(NC3C=CC=CC=3)=O)CC2)=C2N=C(C3C=CC(N(C)C)=CC=3)NC2=NC=1.[Br:35][C:36]1[C:37]([N:46]2[CH2:51][CH2:50][N:49]([CH2:52][C:53]3[CH:54]=[N:55][CH:56]=[CH:57][CH:58]=3)[CH2:48][CH2:47]2)=[C:38]([N+:43]([O-])=O)[C:39]([NH2:42])=[N:40][CH:41]=1.[O-]S(S([O-])=O)=O.[Na+].[Na+].[N:67]1([C:72]2[CH:79]=[CH:78][C:75]([CH:76]=O)=[CH:74][CH:73]=2)[CH:71]=[CH:70][N:69]=[CH:68]1. The catalyst is C(O)C.CN(C=O)C. The product is [N:67]1([C:72]2[CH:79]=[CH:78][C:75]([C:76]3[NH:42][C:39]4=[N:40][CH:41]=[C:36]([Br:35])[C:37]([N:46]5[CH2:51][CH2:50][N:49]([CH2:52][C:53]6[CH:54]=[N:55][CH:56]=[CH:57][CH:58]=6)[CH2:48][CH2:47]5)=[C:38]4[N:43]=3)=[CH:74][CH:73]=2)[CH:71]=[CH:70][N:69]=[CH:68]1. The yield is 0.270.